From a dataset of Peptide-MHC class II binding affinity with 134,281 pairs from IEDB. Regression. Given a peptide amino acid sequence and an MHC pseudo amino acid sequence, predict their binding affinity value. This is MHC class II binding data. (1) The peptide sequence is VRPIDDRFGLALSHL. The MHC is DRB1_0801 with pseudo-sequence DRB1_0801. The binding affinity (normalized) is 0.455. (2) The peptide sequence is EKKYFAATIFEPLAA. The MHC is HLA-DQA10401-DQB10402 with pseudo-sequence HLA-DQA10401-DQB10402. The binding affinity (normalized) is 0.484. (3) The peptide sequence is PVTEEPGMAKIPAGE. The MHC is DRB1_0802 with pseudo-sequence DRB1_0802. The binding affinity (normalized) is 0.0921. (4) The peptide sequence is LQKIERWFVRNPFFA. The MHC is H-2-IEd with pseudo-sequence H-2-IEd. The binding affinity (normalized) is 0.321. (5) The peptide sequence is LMMLVSVAGRV. The MHC is DRB1_0801 with pseudo-sequence DRB1_0801. The binding affinity (normalized) is 0.458. (6) The peptide sequence is GNGCFKIYHKCDNAC. The MHC is DRB1_1501 with pseudo-sequence DRB1_1501. The binding affinity (normalized) is 0.302.